Task: Predict the reactants needed to synthesize the given product.. Dataset: Retrosynthesis with 50K atom-mapped reactions and 10 reaction types from USPTO (1) The reactants are: CC(C)(C)OC(=O)OC(=O)OC(C)(C)C.NC(Cc1ccccc1)c1cc(Br)cs1. Given the product CC(C)(C)OC(=O)NC(Cc1ccccc1)c1cc(Br)cs1, predict the reactants needed to synthesize it. (2) Given the product COc1cc2ncnc(Nc3nc4ccc(NC(=O)Nc5ccc(Cl)c(C(F)(F)F)c5)cc4s3)c2cc1OC, predict the reactants needed to synthesize it. The reactants are: COc1cc2ncnc(Cl)c2cc1OC.Nc1nc2ccc(NC(=O)Nc3ccc(Cl)c(C(F)(F)F)c3)cc2s1. (3) Given the product Cc1nc(Cl)cc2c1c(=O)[nH]n2C(c1ccccc1)(c1ccccc1)c1ccccc1, predict the reactants needed to synthesize it. The reactants are: Cc1nc(Cl)cc2[nH][nH]c(=O)c12.ClC(c1ccccc1)(c1ccccc1)c1ccccc1. (4) Given the product CCCCN(CCCC)C(=O)c1cn(CCCc2ccccc2)c(-c2ccc(C(=O)OC)cc2C(=O)OCc2ccccc2)n1, predict the reactants needed to synthesize it. The reactants are: CCCCN(CCCC)C(=O)c1c[nH]c(-c2ccc(C(=O)OC)cc2C(=O)OCc2ccccc2)n1.CCCCN(CCCC)C(=O)c1cn(CCc2ccccc2)c(-c2ccc(C(=O)OC)cc2C(=O)OCc2ccccc2)n1. (5) Given the product CC(C)(C)OC(=O)N[C@H]1CCCC[C@H]1Nc1ncc2c(C(F)F)ncc(I)c2n1, predict the reactants needed to synthesize it. The reactants are: CC(C)(C)OC(=O)N[C@H]1CCCC[C@H]1N.FC(F)c1ncc(I)c2nc(Cl)ncc12. (6) Given the product CN1CCCn2c(c(C3CCCCC3)c3ccc(C(=O)O)cc32)-c2ccccc21, predict the reactants needed to synthesize it. The reactants are: COC(=O)c1ccc2c(C3CCCCC3)c3n(c2c1)CCCN(C)c1ccccc1-3. (7) Given the product O=C(CNC(c1ccccc1)c1ccccc1)NCCC(c1ccccc1)c1ccccc1, predict the reactants needed to synthesize it. The reactants are: NCCC(c1ccccc1)c1ccccc1.O=C(O)CNC(c1ccccc1)c1ccccc1. (8) Given the product CC(=O)N1CCN(C(C)c2ccc(-c3ccc(Cl)cc3)cc2)CC1, predict the reactants needed to synthesize it. The reactants are: CC(=O)N1CCNCC1.CC(Cl)c1ccc(-c2ccc(Cl)cc2)cc1.